Dataset: Full USPTO retrosynthesis dataset with 1.9M reactions from patents (1976-2016). Task: Predict the reactants needed to synthesize the given product. (1) Given the product [C:12]([C:11]([C:8]1[CH:9]=[CH:10][C:5]([CH:3]([NH:2][C:23](=[O:24])[O:25][C:26]([CH3:29])([CH3:28])[CH3:27])[CH3:4])=[CH:6][CH:7]=1)([CH3:14])[CH3:15])#[N:13], predict the reactants needed to synthesize it. The reactants are: Cl.[NH2:2][CH:3]([C:5]1[CH:10]=[CH:9][C:8]([C:11]([CH3:15])([CH3:14])[C:12]#[N:13])=[CH:7][CH:6]=1)[CH3:4].CCN(CC)CC.[C:23](O[C:23]([O:25][C:26]([CH3:29])([CH3:28])[CH3:27])=[O:24])([O:25][C:26]([CH3:29])([CH3:28])[CH3:27])=[O:24]. (2) The reactants are: [CH3:1][O:2][C:3]1[CH:10]=[CH:9][C:6]([CH:7]=[O:8])=[CH:5][C:4]=1[O:11][C:12]([F:15])([F:14])[F:13].C[OH:17]. Given the product [CH3:1][O:2][C:3]1[CH:10]=[CH:9][C:6]([C:7]([OH:17])=[O:8])=[CH:5][C:4]=1[O:11][C:12]([F:13])([F:14])[F:15], predict the reactants needed to synthesize it. (3) Given the product [ClH:38].[NH2:15][C@@H:13]([CH3:14])[CH2:12][C:11]([N:7]1[C:8]2[C:4](=[CH:3][C:2]([Br:1])=[CH:10][CH:9]=2)[C:5](/[C:24](/[C:36]#[N:37])=[CH:25]/[C:26]2[CH:31]=[C:30]([CH:29]=[CH:28][C:27]=2[O:34][CH3:35])[C:32]#[N:33])=[CH:6]1)=[O:23], predict the reactants needed to synthesize it. The reactants are: [Br:1][C:2]1[CH:3]=[C:4]2[C:8](=[CH:9][CH:10]=1)[N:7]([C:11](=[O:23])[CH2:12][C@@H:13]([NH:15]C(=O)OC(C)(C)C)[CH3:14])[CH:6]=[C:5]2/[C:24](/[C:36]#[N:37])=[CH:25]/[C:26]1[CH:31]=[C:30]([C:32]#[N:33])[CH:29]=[CH:28][C:27]=1[O:34][CH3:35].[ClH:38]. (4) Given the product [CH3:13][O:6][C:5](=[O:7])[C:4]1[CH:8]=[C:9]([Br:11])[CH:10]=[C:2]([NH2:1])[CH:3]=1, predict the reactants needed to synthesize it. The reactants are: [NH2:1][C:2]1[CH:3]=[C:4]([CH:8]=[C:9]([Br:11])[CH:10]=1)[C:5]([OH:7])=[O:6].[Si](C=[N+]=[N-])(C)(C)[CH3:13].